This data is from Reaction yield outcomes from USPTO patents with 853,638 reactions. The task is: Predict the reaction yield, written as a fraction of the theoretical maximum amount of product (1.0 means a 100% yield; for example, 0.34 means a 34% yield). (1) The reactants are [H-].[Na+].[F:3][C:4]([F:14])([F:13])[C:5]1[CH:12]=[CH:11][C:8]([CH:9]=O)=[CH:7][CH:6]=1.[C:15]([O:18][CH2:19][CH3:20])(=[O:17])[CH3:16]. The catalyst is CCCCCC.COCCOC. The product is [F:3][C:4]([F:14])([F:13])[C:5]1[CH:12]=[CH:11][C:8](/[CH:9]=[CH:16]/[C:15]([O:18][CH2:19][CH3:20])=[O:17])=[CH:7][CH:6]=1. The yield is 0.980. (2) The yield is 0.400. The catalyst is CN(C)C=O. The reactants are [H-].[Na+].[CH:3]1([S:6]([NH2:9])(=[O:8])=[O:7])[CH2:5][CH2:4]1.[CH3:10][C:11]1([CH3:36])[CH2:20][C:19]2[C:14](=[CH:15][CH:16]=[C:17]([C:21](O)=[O:22])[CH:18]=2)[NH:13][CH:12]1[C:24]1[CH:25]=[N:26][CH:27]=[C:28]([N:30]2[CH2:35][CH2:34][O:33][CH2:32][CH2:31]2)[CH:29]=1.C(N1C=CN=C1)(N1C=CN=C1)=O. The product is [CH3:10][C:11]1([CH3:36])[CH2:20][C:19]2[C:14](=[CH:15][CH:16]=[C:17]([C:21]([NH:9][S:6]([CH:3]3[CH2:5][CH2:4]3)(=[O:8])=[O:7])=[O:22])[CH:18]=2)[NH:13][CH:12]1[C:24]1[CH:25]=[N:26][CH:27]=[C:28]([N:30]2[CH2:31][CH2:32][O:33][CH2:34][CH2:35]2)[CH:29]=1. (3) The reactants are [CH2:1]([Mg]Br)[CH3:2].[CH3:5][N:6]1[C:10]2[C:11]([C:15]([O:17]C)=O)=[CH:12][CH:13]=[CH:14][C:9]=2[NH:8][C:7]1=[O:19].O1CC[CH2:22][CH2:21]1. No catalyst specified. The product is [CH2:21]([C:15]([C:11]1[C:10]2[N:6]([CH3:5])[C:7](=[O:19])[NH:8][C:9]=2[CH:14]=[CH:13][CH:12]=1)([OH:17])[CH2:1][CH3:2])[CH3:22]. The yield is 0.700. (4) The reactants are [CH3:1][C:2]1[S:3][C:4]([C:10]2[CH:15]=[CH:14][CH:13]=[CH:12][CH:11]=2)=[C:5]([C:7]([OH:9])=O)[N:6]=1.C(Cl)(=O)C(Cl)=O.CN(C=O)C.[I:27][C:28]1[N:32]2[CH:33]=[CH:34][CH:35]=[CH:36][C:31]2=[N:30][C:29]=1[CH2:37][C@@H:38]1[CH2:43][CH2:42][CH2:41][CH2:40][NH:39]1. The catalyst is C(Cl)Cl. The product is [I:27][C:28]1[N:32]2[CH:33]=[CH:34][CH:35]=[CH:36][C:31]2=[N:30][C:29]=1[CH2:37][C@@H:38]1[CH2:43][CH2:42][CH2:41][CH2:40][N:39]1[C:7]([C:5]1[N:6]=[C:2]([CH3:1])[S:3][C:4]=1[C:10]1[CH:15]=[CH:14][CH:13]=[CH:12][CH:11]=1)=[O:9]. The yield is 0.700. (5) The reactants are [N+:1]([C:4]1[CH:9]=[CH:8][C:7]([C:10]2[N:11]=[CH:12][N:13]([CH2:15][CH2:16][C:17]([O:19][C:20]([CH3:23])([CH3:22])[CH3:21])=[O:18])[CH:14]=2)=[CH:6][CH:5]=1)([O-])=O.C([O-])=O.[NH4+]. The catalyst is C(O)C.[Pd]. The product is [NH2:1][C:4]1[CH:9]=[CH:8][C:7]([C:10]2[N:11]=[CH:12][N:13]([CH2:15][CH2:16][C:17]([O:19][C:20]([CH3:23])([CH3:22])[CH3:21])=[O:18])[CH:14]=2)=[CH:6][CH:5]=1. The yield is 0.760. (6) The reactants are Br[C:2]1[CH:7]=[CH:6][C:5]([O:8][C:9]([F:12])([F:11])[F:10])=[CH:4][C:3]=1[F:13].[I-:14].[Na+].CN[C@@H]1CCCC[C@H]1NC. The catalyst is O1CCOCC1.[Cu](I)I. The product is [F:13][C:3]1[CH:4]=[C:5]([O:8][C:9]([F:12])([F:11])[F:10])[CH:6]=[CH:7][C:2]=1[I:14]. The yield is 0.680. (7) The reactants are C[Al](C)C.[CH:5]1([CH2:8][NH:9][CH2:10][CH2:11][CH3:12])[CH2:7][CH2:6]1.C(O[C:16]([C:18]1[N:22]2[CH2:23][CH2:24][N:25]([C:26]3[C:31]([CH3:32])=[CH:30][C:29]([CH3:33])=[CH:28][C:27]=3[CH3:34])[C:21]2=[N:20][C:19]=1[CH3:35])=[O:17])C.[OH-].[Na+]. The catalyst is C1C=CC=CC=1. The product is [CH:5]1([CH2:8][N:9]([CH2:10][CH2:11][CH3:12])[C:16]([C:18]2[N:22]3[CH2:23][CH2:24][N:25]([C:26]4[C:27]([CH3:34])=[CH:28][C:29]([CH3:33])=[CH:30][C:31]=4[CH3:32])[C:21]3=[N:20][C:19]=2[CH3:35])=[O:17])[CH2:7][CH2:6]1. The yield is 1.00. (8) The product is [CH3:34][O:35][N:36]([CH3:37])[C:8]([C:6]1[CH:5]=[CH:4][C:3]([C:11]2[CH:12]=[CH:13][C:14]([C:17]([F:20])([F:19])[F:18])=[CH:15][CH:16]=2)=[C:2]([CH3:1])[CH:7]=1)=[O:9]. The reactants are [CH3:1][C:2]1[CH:7]=[C:6]([C:8](O)=[O:9])[CH:5]=[CH:4][C:3]=1[C:11]1[CH:16]=[CH:15][C:14]([C:17]([F:20])([F:19])[F:18])=[CH:13][CH:12]=1.N1(C(N2C=CN=C2)=O)C=CN=C1.Cl.[CH3:34][O:35][NH:36][CH3:37].C(N(CC)CC)C.CONC. The yield is 0.230. The catalyst is O1CCCC1.CN(C)C=O.C(OCC)(=O)C. (9) The reactants are [O:1]=[C:2]1[C:10]2[C:5](=[N:6][C:7]([CH:11]=O)=[CH:8][CH:9]=2)[CH2:4][O:3]1.[CH2:13]([NH:15][CH2:16][CH3:17])[CH3:14].C(O[BH-](OC(=O)C)OC(=O)C)(=O)C.[Na+].C([O-])(O)=O.[Na+]. The catalyst is ClC(Cl)C. The product is [CH2:13]([N:15]([CH2:11][C:7]1[N:6]=[C:5]2[CH2:4][O:3][C:2](=[O:1])[C:10]2=[CH:9][CH:8]=1)[CH2:16][CH3:17])[CH3:14]. The yield is 0.610. (10) The reactants are [CH3:1][O:2][C:3]([C:5]1([C:8]2[CH:13]=[C:12](I)[C:11]([O:15][CH2:16][C:17]([CH3:19])=[CH2:18])=[C:10](I)[CH:9]=2)[CH2:7][CH2:6]1)=[O:4].CCCC[SnH](CCCC)CCCC.CC(N=NC(C#N)(C)C)(C#N)C. The catalyst is C1(C)C=CC=CC=1. The product is [CH3:1][O:2][C:3]([C:5]1([C:8]2[CH:13]=[CH:12][C:11]3[O:15][CH2:16][C:17]([CH3:19])([CH3:18])[C:10]=3[CH:9]=2)[CH2:7][CH2:6]1)=[O:4]. The yield is 0.620.